Dataset: Catalyst prediction with 721,799 reactions and 888 catalyst types from USPTO. Task: Predict which catalyst facilitates the given reaction. (1) Reactant: Cl[C:2]1[C:3]2[N:4]([C:8]([C@H:12]3[CH2:17][CH2:16][C@H:15]([CH2:18][NH:19][C:20](=[O:29])[O:21][CH2:22][C:23]4[CH:28]=[CH:27][CH:26]=[CH:25][CH:24]=4)[CH2:14][CH2:13]3)=[N:9][C:10]=2[I:11])[CH:5]=[CH:6][N:7]=1.[NH3:30]. Product: [NH2:30][C:2]1[C:3]2[N:4]([C:8]([C@H:12]3[CH2:17][CH2:16][C@H:15]([CH2:18][NH:19][C:20](=[O:29])[O:21][CH2:22][C:23]4[CH:28]=[CH:27][CH:26]=[CH:25][CH:24]=4)[CH2:14][CH2:13]3)=[N:9][C:10]=2[I:11])[CH:5]=[CH:6][N:7]=1. The catalyst class is: 41. (2) Reactant: [CH:1]([C:3]1[CH:4]=[C:5]2[C:9](=[CH:10][CH:11]=1)[N:8]([C:12]([O:14][C:15]([CH3:18])([CH3:17])[CH3:16])=[O:13])[CH:7]=[CH:6]2)=[CH2:2].Br[CH:20]([C:25]1[CH:26]=[C:27]([Cl:33])[C:28]([F:32])=[C:29]([Cl:31])[CH:30]=1)[C:21]([F:24])([F:23])[F:22].N1C=CC=CC=1C1C=CC=CN=1. Product: [Cl:31][C:29]1[CH:30]=[C:25]([CH:20]([C:21]([F:24])([F:23])[F:22])/[CH:2]=[CH:1]/[C:3]2[CH:4]=[C:5]3[C:9](=[CH:10][CH:11]=2)[N:8]([C:12]([O:14][C:15]([CH3:18])([CH3:17])[CH3:16])=[O:13])[CH:7]=[CH:6]3)[CH:26]=[C:27]([Cl:33])[C:28]=1[F:32]. The catalyst class is: 482. (3) Reactant: C[O:2][C:3]([C:5]1[C:9]2[C:10]([CH3:15])=[CH:11][C:12]([CH3:14])=[CH:13][C:8]=2[S:7][N:6]=1)=O.[H-].[Al+3].[Li+].[H-].[H-].[H-].C([O-])(O)=O.[Na+]. Product: [CH3:15][C:10]1[C:9]2[C:5]([CH2:3][OH:2])=[N:6][S:7][C:8]=2[CH:13]=[C:12]([CH3:14])[CH:11]=1. The catalyst class is: 1. (4) Reactant: [ClH:1].O1CCOCC1.[C:8]([C:10]1[N:14]2[CH2:15][CH2:16][N:17]([C:31]([O:33][CH2:34][CH3:35])=[O:32])[C:18]3([CH2:23][CH2:22][N:21](C(OC(C)(C)C)=O)[CH2:20][CH2:19]3)[C:13]2=[CH:12][CH:11]=1)#[N:9]. Product: [ClH:1].[C:8]([C:10]1[N:14]2[CH2:15][CH2:16][N:17]([C:31]([O:33][CH2:34][CH3:35])=[O:32])[C:18]3([CH2:19][CH2:20][NH:21][CH2:22][CH2:23]3)[C:13]2=[CH:12][CH:11]=1)#[N:9]. The catalyst class is: 4. (5) Reactant: [F:1][C:2]1[C:7]([OH:8])=[CH:6][CH:5]=[CH:4][C:3]=1[CH2:9][NH:10][C:11](=[O:19])[C:12]1[CH:17]=[CH:16][CH:15]=[N:14][C:13]=1[NH2:18].I[CH2:21][CH2:22][CH2:23][CH3:24].C(=O)([O-])[O-].[Cs+].[Cs+].CN(C=O)C. Product: [F:1][C:2]1[C:7]([O:8][CH2:21][CH2:22][CH2:23][CH3:24])=[CH:6][CH:5]=[CH:4][C:3]=1[CH2:9][NH:10][C:11](=[O:19])[C:12]1[CH:17]=[CH:16][CH:15]=[N:14][C:13]=1[NH2:18]. The catalyst class is: 6. (6) Reactant: C(OC([N:8]1[CH2:13][CH2:12][N:11]([C:14](=[O:34])[C:15]2[CH:20]=[C:19]([CH2:21][C:22]3[C:31]4[C:26](=[CH:27][CH:28]=[CH:29][CH:30]=4)[C:25](=[O:32])[NH:24][N:23]=3)[CH:18]=[CH:17][C:16]=2[F:33])[CH2:10][CH2:9]1)=O)(C)(C)C. Product: [F:33][C:16]1[CH:17]=[CH:18][C:19]([CH2:21][C:22]2[C:31]3[C:26](=[CH:27][CH:28]=[CH:29][CH:30]=3)[C:25](=[O:32])[NH:24][N:23]=2)=[CH:20][C:15]=1[C:14]([N:11]1[CH2:12][CH2:13][NH:8][CH2:9][CH2:10]1)=[O:34]. The catalyst class is: 33. (7) Reactant: [NH2:1][C:2]1[C:7]([Br:8])=[CH:6][CH:5]=[C:4]([O:9][CH3:10])[C:3]=1[NH:11][C:12](=O)[C:13]1[CH:18]=[CH:17][C:16]([CH:19]([CH3:21])[CH3:20])=[CH:15][CH:14]=1.C(OCC)(=O)C. Product: [Br:8][C:7]1[C:2]2[N:1]=[C:12]([C:13]3[CH:18]=[CH:17][C:16]([CH:19]([CH3:21])[CH3:20])=[CH:15][CH:14]=3)[NH:11][C:3]=2[C:4]([O:9][CH3:10])=[CH:5][CH:6]=1. The catalyst class is: 15.